From a dataset of Full USPTO retrosynthesis dataset with 1.9M reactions from patents (1976-2016). Predict the reactants needed to synthesize the given product. (1) Given the product [C:18]([C:17]([OH:24])=[O:39])([CH3:1])([CH3:23])[CH3:19].[CH2:17]([O:24][C:25]1[CH:34]=[C:33]2[C:28]([C:29]([NH:2][NH2:3])=[C:30]([N+:35]([O-:37])=[O:36])[CH:31]=[N:32]2)=[CH:27][CH:26]=1)[C:18]1[CH:23]=[CH:22][CH:21]=[CH:20][CH:19]=1, predict the reactants needed to synthesize it. The reactants are: [C:1](OC(C)(C)C)(=O)[NH:2][NH2:3].C(N(CC)CC)C.[CH2:17]([O:24][C:25]1[CH:34]=[C:33]2[C:28]([C:29](Cl)=[C:30]([N+:35]([O-:37])=[O:36])[CH:31]=[N:32]2)=[CH:27][CH:26]=1)[C:18]1[CH:23]=[CH:22][CH:21]=[CH:20][CH:19]=1.[OH2:39]. (2) Given the product [F:1][C:2]([F:7])([F:6])[C:3]([OH:5])=[O:4].[OH:8][CH2:9][CH:10]1[CH2:13][NH:12][CH2:11]1, predict the reactants needed to synthesize it. The reactants are: [F:1][C:2]([F:7])([F:6])[C:3]([OH:5])=[O:4].[OH:8][CH2:9][CH:10]1[CH2:13][N:12](C(OC(C)(C)C)=O)[CH2:11]1. (3) The reactants are: [OH-:1].[K+].[NH2:3][C:4]1[N:9]=[C:8]([CH3:10])[C:7]([CH2:11][C:12]2[CH:17]=[CH:16][C:15]([CH2:18][C:19]#N)=[CH:14][C:13]=2[F:21])=[C:6]([NH:22][CH2:23][CH2:24][CH2:25][CH2:26][CH3:27])[N:5]=1.C[OH:29]. Given the product [NH2:3][C:4]1[N:9]=[C:8]([CH3:10])[C:7]([CH2:11][C:12]2[CH:17]=[CH:16][C:15]([CH2:18][C:19]([OH:29])=[O:1])=[CH:14][C:13]=2[F:21])=[C:6]([NH:22][CH2:23][CH2:24][CH2:25][CH2:26][CH3:27])[N:5]=1, predict the reactants needed to synthesize it. (4) Given the product [CH:12]([C:2]1[CH:9]=[CH:8][C:5]([C:6]#[N:7])=[C:4]([F:10])[C:3]=1[CH3:11])=[CH2:13], predict the reactants needed to synthesize it. The reactants are: Br[C:2]1[CH:9]=[CH:8][C:5]([C:6]#[N:7])=[C:4]([F:10])[C:3]=1[CH3:11].[CH:12]([B-](F)(F)F)=[CH2:13].[K+]. (5) Given the product [C:1]([CH2:3][C:4]1([N:25]2[CH:29]=[C:28]([C:30]3[C:31]([CH3:35])=[N:32][NH:33][CH:34]=3)[C:27]([CH2:36][OH:37])=[N:26]2)[CH2:7][N:6]([C:8]2[C:9]([F:24])=[CH:10][C:11]([C:15]([NH:17][C@@H:18]([CH3:23])[C:19]([F:21])([F:22])[F:20])=[O:16])=[C:12]([F:14])[CH:13]=2)[CH2:5]1)#[N:2], predict the reactants needed to synthesize it. The reactants are: [C:1]([CH2:3][C:4]1([N:25]2[CH:29]=[C:28]([C:30]3[C:31]([CH3:35])=[N:32][NH:33][CH:34]=3)[C:27]([C:36](OCC)=[O:37])=[N:26]2)[CH2:7][N:6]([C:8]2[CH:13]=[C:12]([F:14])[C:11]([C:15]([NH:17][C@@H:18]([CH3:23])[C:19]([F:22])([F:21])[F:20])=[O:16])=[CH:10][C:9]=2[F:24])[CH2:5]1)#[N:2].[BH4-].[Li+].